From a dataset of Catalyst prediction with 721,799 reactions and 888 catalyst types from USPTO. Predict which catalyst facilitates the given reaction. Reactant: [Cl:1][C:2]1[C:11]([N+:12]([O-:14])=[O:13])=[CH:10][C:5]2[NH:6][C:7](=O)[NH:8][C:4]=2[CH:3]=1.[C:15](=[O:18])([O-])[O-].[K+].[K+].I[CH3:22]. Product: [Cl:1][C:2]1[C:11]([N+:12]([O-:14])=[O:13])=[CH:10][C:5]2[N:6]([CH3:22])[C:15](=[O:18])[N:8]([CH3:7])[C:4]=2[CH:3]=1. The catalyst class is: 3.